Dataset: Forward reaction prediction with 1.9M reactions from USPTO patents (1976-2016). Task: Predict the product of the given reaction. (1) Given the reactants [C:1]([N:4]1[CH:9]([CH3:10])[CH2:8][N:7]([C:11]2[CH:16]=[C:15]([N:17]3[CH:21]=[N:20][C:19]([NH:22][C:23]4[CH:31]=[CH:30][C:26](C(O)=O)=[CH:25][CH:24]=4)=[N:18]3)[CH:14]=[CH:13][N:12]=2)[CH2:6][CH:5]1[CH3:32])(=[O:3])[CH3:2].CC[N:35](C(C)C)C(C)C.C1C=CC(P(N=[N+]=[N-])(C2C=CC=CC=2)=O)=CC=1.C(O)(C(F)(F)F)=O.Cl, predict the reaction product. The product is: [NH2:35][C:26]1[CH:30]=[CH:31][C:23]([NH:22][C:19]2[N:20]=[CH:21][N:17]([C:15]3[CH:14]=[CH:13][N:12]=[C:11]([N:7]4[CH2:6][CH:5]([CH3:32])[N:4]([C:1](=[O:3])[CH3:2])[CH:9]([CH3:10])[CH2:8]4)[CH:16]=3)[N:18]=2)=[CH:24][CH:25]=1. (2) Given the reactants CCCCCC.[H-].[Na+].[F:9][C:10]1[CH:19]=[CH:18][C:13]([C:14]([O:16]C)=O)=[C:12]([CH3:20])[CH:11]=1.[C:21](#[N:23])[CH3:22], predict the reaction product. The product is: [F:9][C:10]1[CH:19]=[CH:18][C:13]([C:14](=[O:16])[CH2:22][C:21]#[N:23])=[C:12]([CH3:20])[CH:11]=1. (3) Given the reactants IC1C2C(=NC3C(C=2)=CC=CC=3)C(C(OC)=O)=CC=1.[CH2:20]([N:22]([CH2:43][CH3:44])[CH2:23][CH2:24][NH:25][C:26]([C:28]1[C:41]2[NH:40][C:39]3[C:34](=[CH:35][CH:36]=[CH:37][CH:38]=3)[CH2:33][C:32]=2[CH:31]=[CH:30][C:29]=1[I:42])=[O:27])[CH3:21].[K+].[Br-].IC1C2C=C(C(OC)=O)SC=2C=CC=1.C(N(CC)CCNC(C1SC2C=CC=C(I)C=2C=1)=O)C, predict the reaction product. The product is: [CH2:43]([N:22]([CH2:20][CH3:21])[CH2:23][CH2:24][NH:25][C:26]([C:28]1[C:41]2[C:32](=[CH:33][C:34]3[C:39]([N:40]=2)=[CH:38][CH:37]=[CH:36][CH:35]=3)[CH:31]=[CH:30][C:29]=1[I:42])=[O:27])[CH3:44]. (4) Given the reactants [CH:1]([C@@H:3]1[CH2:7][O:6][C:5]([CH3:9])([CH3:8])[N:4]1[C:10]([O:12][C:13]([CH3:16])([CH3:15])[CH3:14])=[O:11])=O.[C:17]1([CH2:23][NH2:24])[CH:22]=[CH:21][CH:20]=[CH:19][CH:18]=1.C1(C)C=CC=CC=1.C(O[BH-](OC(=O)C)OC(=O)C)(=O)C.[Na+], predict the reaction product. The product is: [CH2:23]([NH:24][CH2:1][C@H:3]1[CH2:7][O:6][C:5]([CH3:9])([CH3:8])[N:4]1[C:10]([O:12][C:13]([CH3:16])([CH3:15])[CH3:14])=[O:11])[C:17]1[CH:22]=[CH:21][CH:20]=[CH:19][CH:18]=1. (5) Given the reactants [Cl:1][C:2]1[C:3]([C:12]([OH:14])=O)=[N:4][CH:5]=[C:6]([C:8]([F:11])([F:10])[F:9])[CH:7]=1.S(Cl)([Cl:17])=O, predict the reaction product. The product is: [Cl:1][C:2]1[C:3]([C:12]([Cl:17])=[O:14])=[N:4][CH:5]=[C:6]([C:8]([F:11])([F:10])[F:9])[CH:7]=1. (6) Given the reactants Cl[CH2:2][CH2:3][CH2:4][CH2:5][C:6]([C:8]1[CH:13]=[CH:12][CH:11]=[C:10]([Cl:14])[CH:9]=1)=[O:7].[NH:15]1[CH2:20][CH2:19][CH:18]([C:21]2[CH:22]=[C:23]([NH:27][C:28](=[O:31])[CH2:29][CH3:30])[CH:24]=[CH:25][CH:26]=2)[CH2:17][CH2:16]1, predict the reaction product. The product is: [Cl:14][C:10]1[CH:9]=[C:8]([C:6](=[O:7])[CH2:5][CH2:4][CH2:3][CH2:2][N:15]2[CH2:20][CH2:19][CH:18]([C:21]3[CH:22]=[C:23]([NH:27][C:28](=[O:31])[CH2:29][CH3:30])[CH:24]=[CH:25][CH:26]=3)[CH2:17][CH2:16]2)[CH:13]=[CH:12][CH:11]=1. (7) Given the reactants [CH2:1]([O:8][C:9]1[CH:14]=[CH:13][CH:12]=[CH:11][C:10]=1[N+:15]([O-])=O)[C:2]1[CH:7]=[CH:6][CH:5]=[CH:4][CH:3]=1.[BH4-].[Na+], predict the reaction product. The product is: [CH2:1]([O:8][C:9]1[CH:14]=[CH:13][CH:12]=[CH:11][C:10]=1[NH2:15])[C:2]1[CH:3]=[CH:4][CH:5]=[CH:6][CH:7]=1.